From a dataset of Forward reaction prediction with 1.9M reactions from USPTO patents (1976-2016). Predict the product of the given reaction. (1) Given the reactants [CH2:1]([O:8][C:9]1[C:14]([OH:15])=[CH:13][CH:12]=[C:11](Cl)[C:10]=1[C:17]1[CH:22]=[CH:21][CH:20]=[CH:19][C:18]=1[Cl:23])[C:2]1[CH:7]=[CH:6][CH:5]=[CH:4][CH:3]=1.C(OC1C(C=O)=CC=C([F:40])C=1C1C=CC=CC=1Cl)C1C=CC=CC=1, predict the reaction product. The product is: [CH2:1]([O:8][C:9]1[C:14]([OH:15])=[CH:13][CH:12]=[C:11]([F:40])[C:10]=1[C:17]1[CH:22]=[CH:21][CH:20]=[CH:19][C:18]=1[Cl:23])[C:2]1[CH:7]=[CH:6][CH:5]=[CH:4][CH:3]=1. (2) Given the reactants [H-].[Na+].[CH2:3]([O:5][C:6]([CH:8]1[C:13](=[O:14])[CH2:12][CH2:11][N:10]([CH2:15][C:16]2[CH:21]=[CH:20][CH:19]=[CH:18][CH:17]=2)[CH2:9]1)=[O:7])[CH3:4].[S:22](O[S:22]([C:25]([F:28])([F:27])[F:26])(=[O:24])=[O:23])([C:25]([F:28])([F:27])[F:26])(=[O:24])=[O:23], predict the reaction product. The product is: [CH2:3]([O:5][C:6]([C:8]1[CH2:9][N:10]([CH2:15][C:16]2[CH:17]=[CH:18][CH:19]=[CH:20][CH:21]=2)[CH2:11][CH2:12][C:13]=1[O:14][S:22]([C:25]([F:28])([F:27])[F:26])(=[O:24])=[O:23])=[O:7])[CH3:4].